From a dataset of Forward reaction prediction with 1.9M reactions from USPTO patents (1976-2016). Predict the product of the given reaction. (1) Given the reactants [N:1]1([C:7]2[CH:8]=[C:9]([N:16]3[CH2:21][CH2:20][O:19][CH2:18][CH2:17]3)[CH:10]=[C:11]([N+:13]([O-])=O)[CH:12]=2)[CH2:6][CH2:5][O:4][CH2:3][CH2:2]1, predict the reaction product. The product is: [N:1]1([C:7]2[CH:12]=[C:11]([CH:10]=[C:9]([N:16]3[CH2:17][CH2:18][O:19][CH2:20][CH2:21]3)[CH:8]=2)[NH2:13])[CH2:2][CH2:3][O:4][CH2:5][CH2:6]1. (2) Given the reactants [CH:1]1([C:6]2([CH2:14][CH2:15][C:16]3[CH:21]=[CH:20][C:19]([C:22]4([C:25]#[N:26])[CH2:24][CH2:23]4)=[C:18]([F:27])[CH:17]=3)[CH2:11][C:10](=[O:12])[CH2:9][C:8](=[O:13])[O:7]2)[CH2:5][CH2:4][CH2:3][CH2:2]1.[Cl:28][C:29]1[CH:30]=[N:31][C:32]2[N:33]([N:35]=[C:36]([CH:38]=O)[N:37]=2)[CH:34]=1, predict the reaction product. The product is: [Cl:28][C:29]1[CH:30]=[N:31][C:32]2[N:33]([N:35]=[C:36]([CH2:38][C:9]3[C:8](=[O:13])[O:7][C:6]([CH2:14][CH2:15][C:16]4[CH:21]=[CH:20][C:19]([C:22]5([C:25]#[N:26])[CH2:23][CH2:24]5)=[C:18]([F:27])[CH:17]=4)([CH:1]4[CH2:5][CH2:4][CH2:3][CH2:2]4)[CH2:11][C:10]=3[OH:12])[N:37]=2)[CH:34]=1.